This data is from Forward reaction prediction with 1.9M reactions from USPTO patents (1976-2016). The task is: Predict the product of the given reaction. The product is: [CH3:1][C:2]1[C:7]([NH:8][C:9]([C:11]2[CH:12]=[CH:13][C:14]3[C@@:20]4([CH2:26][C:27]5[CH:28]=[CH:29][CH:30]=[CH:31][CH:32]=5)[CH2:21][CH2:22][C@H:23]([OH:25])[CH2:24][C@H:19]4[CH2:18][CH2:17][CH2:16][C:15]=3[CH:33]=2)=[O:10])=[CH:6][CH:5]=[CH:4][N:3]=1.[CH3:34][C:35]1[C:40]([NH:41][C:42]([C:44]2[CH:45]=[CH:46][C:47]3[C@:53]4([CH2:59][C:60]5[CH:61]=[CH:62][CH:63]=[CH:64][CH:65]=5)[CH2:54][CH2:55][C@@H:56]([OH:58])[CH2:57][C@@H:52]4[CH2:51][CH2:50][CH2:49][C:48]=3[CH:66]=2)=[O:43])=[CH:39][CH:38]=[CH:37][N:36]=1. Given the reactants [CH3:1][C:2]1[C:7]([NH:8][C:9]([C:11]2[CH:12]=[CH:13][C:14]3[C@@:20]4([CH2:26][C:27]5[CH:32]=[CH:31][CH:30]=[CH:29][CH:28]=5)[CH2:21][CH2:22][C@@H:23]([OH:25])[CH2:24][C@H:19]4[CH2:18][CH2:17][CH2:16][C:15]=3[CH:33]=2)=[O:10])=[CH:6][CH:5]=[CH:4][N:3]=1.[CH3:34][C:35]1[C:40]([NH:41][C:42]([C:44]2[CH:45]=[CH:46][C:47]3[C@:53]4([CH2:59][C:60]5[CH:65]=[CH:64][CH:63]=[CH:62][CH:61]=5)[CH2:54][CH2:55][C@H:56]([OH:58])[CH2:57][C@@H:52]4[CH2:51][CH2:50][CH2:49][C:48]=3[CH:66]=2)=[O:43])=[CH:39][CH:38]=[CH:37][N:36]=1.C1(P(C2C=CC=CC=2)C2C=CC=CC=2)C=CC=CC=1.C1C=CC(COC(/N=N/C(OCC2C=CC=CC=2)=O)=O)=CC=1.[N+](C1C=CC(C(O)=O)=CC=1)([O-])=O.[OH-].[Na+], predict the reaction product.